Dataset: Forward reaction prediction with 1.9M reactions from USPTO patents (1976-2016). Task: Predict the product of the given reaction. Given the reactants [Br:1][C:2]1[C:10]2[C:5](=[N:6][CH:7]=[CH:8][C:9]=2[O:11][C:12]2[CH:17]=[CH:16][C:15]([NH2:18])=[CH:14][C:13]=2[F:19])[N:4]([CH2:20][O:21][CH2:22][CH2:23][Si:24]([CH3:27])([CH3:26])[CH3:25])[CH:3]=1.[F:28][C:29]1[CH:37]=[CH:36][CH:35]=[C:34]([O:38][CH3:39])[C:30]=1[C:31](O)=[O:32].CN(C(ON1N=NC2C=CC=NC1=2)=[N+](C)C)C.F[P-](F)(F)(F)(F)F.CCN(C(C)C)C(C)C, predict the reaction product. The product is: [Br:1][C:2]1[C:10]2[C:5](=[N:6][CH:7]=[CH:8][C:9]=2[O:11][C:12]2[CH:17]=[CH:16][C:15]([NH:18][C:31](=[O:32])[C:30]3[C:34]([O:38][CH3:39])=[CH:35][CH:36]=[CH:37][C:29]=3[F:28])=[CH:14][C:13]=2[F:19])[N:4]([CH2:20][O:21][CH2:22][CH2:23][Si:24]([CH3:27])([CH3:26])[CH3:25])[CH:3]=1.